Dataset: Forward reaction prediction with 1.9M reactions from USPTO patents (1976-2016). Task: Predict the product of the given reaction. The product is: [CH3:1][N:2]1[CH2:10][CH:5]([C:8]2[O:27][C:26]([C:14]3[CH:13]=[CH:22][CH:21]=[CH:19][CH:20]=3)=[CH:25][CH:24]=2)[O:4][C:3]1=[O:9]. Given the reactants [CH3:1][N:2]([CH3:10])[C:3](=[O:9])[O:4][C:5]([CH3:8])(C)C.CN(C)[CH2:13][CH2:14]N(C)C.[CH:19]([Li])([CH2:21][CH3:22])[CH3:20].[CH2:24]1C[O:27][CH2:26][CH2:25]1, predict the reaction product.